Dataset: Catalyst prediction with 721,799 reactions and 888 catalyst types from USPTO. Task: Predict which catalyst facilitates the given reaction. (1) Product: [Br:1][C:2]1[CH:7]=[CH:6][C:5]([CH:8]([C:10]2([C:13]([F:16])([F:15])[F:14])[CH2:12][CH2:11]2)[OH:9])=[C:4]([Cl:17])[C:3]=1[Cl:18]. Reactant: [Br:1][C:2]1[CH:7]=[CH:6][C:5]([C:8]([C:10]2([C:13]([F:16])([F:15])[F:14])[CH2:12][CH2:11]2)=[O:9])=[C:4]([Cl:17])[C:3]=1[Cl:18].[BH4-].[Na+]. The catalyst class is: 92. (2) Reactant: [CH2:1]([O:8][C:9](=[O:18])[NH:10][C:11]1[CH:16]=[CH:15][C:14]([NH2:17])=[CH:13][CH:12]=1)[C:2]1[CH:7]=[CH:6][CH:5]=[CH:4][CH:3]=1.[Br:19][CH2:20][CH2:21][CH2:22][CH2:23][C:24](Cl)=[O:25].C(N(C(C)C)CC)(C)C. Product: [CH2:1]([O:8][C:9](=[O:18])[NH:10][C:11]1[CH:12]=[CH:13][C:14]([NH:17][C:24](=[O:25])[CH2:23][CH2:22][CH2:21][CH2:20][Br:19])=[CH:15][CH:16]=1)[C:2]1[CH:7]=[CH:6][CH:5]=[CH:4][CH:3]=1. The catalyst class is: 4. (3) Product: [CH3:3][O:4][CH2:5][C:6]1[N:7]([CH2:21][O:20][CH2:19][CH2:18][Si:17]([CH3:24])([CH3:23])[CH3:16])[CH:8]=[CH:9][C:10]=1[C:11]([O:13][CH2:14][CH3:15])=[O:12]. Reactant: [H-].[Na+].[CH3:3][O:4][CH2:5][C:6]1[NH:7][CH:8]=[CH:9][C:10]=1[C:11]([O:13][CH2:14][CH3:15])=[O:12].[CH3:16][Si:17]([CH3:24])([CH3:23])[CH2:18][CH2:19][O:20][CH2:21]Cl.S([O-])(O)(=O)=O.[K+]. The catalyst class is: 9. (4) Reactant: [CH2:1]([O:3][C:4]([N:6]1[C:14]2[C:9](=[CH:10][CH:11]=[C:12]([Cl:15])[CH:13]=2)/[C:8](=[CH:16]/[CH:17]2[CH2:22][CH2:21][CH2:20][CH2:19][CH2:18]2)/[C:7]1=[O:23])=[O:5])[CH3:2].[Cl:24][C:25]1[CH:26]=[C:27]([CH:31]=[N:32][C:33]([O:35][Si](C)(C)C)=[CH2:34])[CH:28]=[CH:29][CH:30]=1. Product: [CH2:1]([O:3][C:4]([N:6]1[C:14]2[C:9](=[CH:10][CH:11]=[C:12]([Cl:15])[CH:13]=2)[C@:8]2([C@@H:16]([CH:17]3[CH2:18][CH2:19][CH2:20][CH2:21][CH2:22]3)[CH2:35][C:33](=[O:34])[NH:32][C@H:31]2[C:27]2[CH:28]=[CH:29][CH:30]=[C:25]([Cl:24])[CH:26]=2)[C:7]1=[O:23])=[O:5])[CH3:2]. The catalyst class is: 11.